Dataset: Peptide-MHC class I binding affinity with 185,985 pairs from IEDB/IMGT. Task: Regression. Given a peptide amino acid sequence and an MHC pseudo amino acid sequence, predict their binding affinity value. This is MHC class I binding data. (1) The MHC is HLA-A68:01 with pseudo-sequence HLA-A68:01. The peptide sequence is QLYLGGMSYY. The binding affinity (normalized) is 0.521. (2) The peptide sequence is RGYVFQGL. The MHC is Mamu-A11 with pseudo-sequence Mamu-A11. The binding affinity (normalized) is 0.347. (3) The peptide sequence is EGINELGAM. The MHC is HLA-A26:02 with pseudo-sequence HLA-A26:02. The binding affinity (normalized) is 1.00. (4) The peptide sequence is KIGVICSSY. The MHC is HLA-B27:05 with pseudo-sequence HLA-B27:05. The binding affinity (normalized) is 0.0847. (5) The peptide sequence is RMFLAMITY. The MHC is HLA-B07:02 with pseudo-sequence HLA-B07:02. The binding affinity (normalized) is 0.0847. (6) The peptide sequence is KQIGGTLFE. The MHC is HLA-A26:01 with pseudo-sequence HLA-A26:01. The binding affinity (normalized) is 0.0847. (7) The MHC is HLA-B08:01 with pseudo-sequence HLA-B08:01. The binding affinity (normalized) is 0.750. The peptide sequence is YMKERFTVL.